From a dataset of Forward reaction prediction with 1.9M reactions from USPTO patents (1976-2016). Predict the product of the given reaction. (1) Given the reactants [Br:1][C:2]1[CH:7]=[CH:6][C:5]([Cl:8])=[CH:4][C:3]=1[C:9]1[C:10]2[C:22](=[O:23])[CH2:21][CH2:20][C:11]=2[N:12]([CH2:16][C:17]([OH:19])=O)[C:13](=[O:15])[CH:14]=1.[NH:24]1[C:28]([C:29]2[CH:35]=[CH:34][C:32]([NH2:33])=[CH:31][CH:30]=2)=[N:27][N:26]=[N:25]1, predict the reaction product. The product is: [Br:1][C:2]1[CH:7]=[CH:6][C:5]([Cl:8])=[CH:4][C:3]=1[C:9]1[C:10]2[C:22](=[O:23])[CH2:21][CH2:20][C:11]=2[N:12]([CH2:16][C:17]([NH:33][C:32]2[CH:34]=[CH:35][C:29]([C:28]3[NH:27][N:26]=[N:25][N:24]=3)=[CH:30][CH:31]=2)=[O:19])[C:13](=[O:15])[CH:14]=1. (2) The product is: [I:16][C:17]1[C:25]2[C:20](=[CH:21][C:22]([N+:35]([O-:37])=[O:36])=[C:23]([NH:26][CH2:27][CH2:28][N:29]3[CH2:34][CH2:33][O:32][CH2:31][CH2:30]3)[CH:24]=2)[N:19]([C:9]([O:11][C:12]([CH3:13])([CH3:14])[CH3:15])=[O:10])[N:18]=1. Given the reactants [C:9](O[C:9]([O:11][C:12]([CH3:15])([CH3:14])[CH3:13])=[O:10])([O:11][C:12]([CH3:15])([CH3:14])[CH3:13])=[O:10].[I:16][C:17]1[C:25]2[C:20](=[CH:21][C:22]([N+:35]([O-:37])=[O:36])=[C:23]([NH:26][CH2:27][CH2:28][N:29]3[CH2:34][CH2:33][O:32][CH2:31][CH2:30]3)[CH:24]=2)[NH:19][N:18]=1, predict the reaction product. (3) Given the reactants [CH3:1][O:2][C:3]1[CH:19]=[CH:18][CH:17]=[CH:16][C:4]=1[O:5][CH2:6][CH2:7][N:8]1[CH2:12][C@@H:11]([CH2:13]O)[O:10][C:9]1=[S:15].C(N(CC)CC)C.S(Cl)([Cl:29])=O, predict the reaction product. The product is: [Cl:29][CH2:13][C@H:11]1[O:10][C:9](=[S:15])[N:8]([CH2:7][CH2:6][O:5][C:4]2[CH:16]=[CH:17][CH:18]=[CH:19][C:3]=2[O:2][CH3:1])[CH2:12]1. (4) Given the reactants [OH:1][C:2]1[CH:10]=[CH:9][C:5]([C:6]([NH2:8])=[O:7])=[CH:4][CH:3]=1.Cl[CH2:12][C:13](=O)[CH2:14][C:15]([O:17][CH2:18][CH3:19])=[O:16], predict the reaction product. The product is: [CH2:18]([O:17][C:15](=[O:16])[CH2:14][C:13]1[N:8]=[C:6]([C:5]2[CH:9]=[CH:10][C:2]([OH:1])=[CH:3][CH:4]=2)[O:7][CH:12]=1)[CH3:19]. (5) Given the reactants [CH3:1][N:2]1[CH2:8][CH2:7][CH2:6][NH:5][CH2:4][CH2:3]1.[CH3:9][O:10][C:11]([C:13]1[CH:18]=[CH:17][C:16]([C:19]2[CH:24]=[CH:23][C:22]([CH:25]=O)=[CH:21][CH:20]=2)=[CH:15][CH:14]=1)=[O:12].C(O[BH-](OCC)OCC)C.[Na+], predict the reaction product. The product is: [CH3:1][N:2]1[CH2:8][CH2:7][CH2:6][N:5]([CH2:25][C:22]2[CH:23]=[CH:24][C:19]([C:16]3[CH:17]=[CH:18][C:13]([C:11]([O:10][CH3:9])=[O:12])=[CH:14][CH:15]=3)=[CH:20][CH:21]=2)[CH2:4][CH2:3]1. (6) The product is: [CH2:26]([C:33]1[CH:34]=[CH:35][C:36]([NH:37][C:2]2[C:11]3=[N:12][NH:13][CH:14]=[C:10]3[C:9]3[CH:8]=[C:7]([O:24][CH3:25])[CH:6]=[CH:5][C:4]=3[N:3]=2)=[CH:38][CH:39]=1)[C:27]1[CH:28]=[CH:29][CH:30]=[CH:31][CH:32]=1. Given the reactants Cl[C:2]1[C:11]2=[N:12][N:13](CC3C=CC(OC)=CC=3)[CH:14]=[C:10]2[C:9]2[CH:8]=[C:7]([O:24][CH3:25])[CH:6]=[CH:5][C:4]=2[N:3]=1.[CH2:26]([C:33]1[CH:39]=[CH:38][C:36]([NH2:37])=[CH:35][CH:34]=1)[C:27]1[CH:32]=[CH:31][CH:30]=[CH:29][CH:28]=1.Cl, predict the reaction product. (7) Given the reactants [CH3:1][N:2]1[C:6]([NH2:7])=[CH:5][C:4]([C:8]2[CH:13]=[CH:12][CH:11]=[CH:10][N:9]=2)=[N:3]1.[Cl:14][C:15]1[CH:22]=[CH:21][C:18]([CH:19]=O)=[C:17]([CH3:23])[CH:16]=1.[SH:24][CH2:25][C:26](=O)[CH3:27].C1(C)C=CC(S(O)(=O)=O)=CC=1, predict the reaction product. The product is: [Cl:14][C:15]1[CH:22]=[CH:21][C:18]([CH:19]2[S:24][CH2:25][C:26]([CH3:27])=[N:7][C:6]3[N:2]([CH3:1])[N:3]=[C:4]([C:8]4[CH:13]=[CH:12][CH:11]=[CH:10][N:9]=4)[C:5]2=3)=[C:17]([CH3:23])[CH:16]=1.